The task is: Regression/Classification. Given a drug SMILES string, predict its absorption, distribution, metabolism, or excretion properties. Task type varies by dataset: regression for continuous measurements (e.g., permeability, clearance, half-life) or binary classification for categorical outcomes (e.g., BBB penetration, CYP inhibition). Dataset: cyp3a4_veith.. This data is from CYP3A4 inhibition data for predicting drug metabolism from PubChem BioAssay. The molecule is Cc1ccc2cc(C#N)c(SCC(=O)N3CCCc4ccccc43)nc2c1C. The result is 1 (inhibitor).